Dataset: Full USPTO retrosynthesis dataset with 1.9M reactions from patents (1976-2016). Task: Predict the reactants needed to synthesize the given product. (1) Given the product [OH:25][CH2:26][CH2:27][C:22]1[C:19]([CH3:20])=[N:15][C:10]2[N:11]([C:12]([CH3:14])=[N:13][C:9]=2[C:2]2[C:3]([CH3:8])=[CH:4][C:5]([CH3:7])=[CH:6][C:1]=2[CH3:18])[C:23]=1[OH:24], predict the reactants needed to synthesize it. The reactants are: [C:1]1([CH3:18])[CH:6]=[C:5]([CH3:7])[CH:4]=[C:3]([CH3:8])[C:2]=1[C:9]1[NH:13][C:12]([CH3:14])=[N:11][C:10]=1[N+:15]([O-])=O.[C:19]([CH:22]1[CH2:27][CH2:26][O:25][C:23]1=[O:24])(=O)[CH3:20]. (2) Given the product [C:1]1([CH3:16])[CH:2]=[CH:3][C:4]([C:7]2[CH:15]=[CH:14][CH:13]=[CH:12][C:8]=2[C:9]([O:11][C:23]([CH3:25])([CH3:24])[CH3:22])=[O:10])=[CH:5][CH:6]=1, predict the reactants needed to synthesize it. The reactants are: [C:1]1([CH3:16])[CH:6]=[CH:5][C:4]([C:7]2[CH:15]=[CH:14][CH:13]=[CH:12][C:8]=2[C:9]([OH:11])=[O:10])=[CH:3][CH:2]=1.S(=O)(=O)(O)O.[CH3:22][C:23]([CH3:25])=[CH2:24]. (3) Given the product [OH:19][CH2:18][CH2:17][CH:14]1[S:13][C:12]([C:9]2[NH:10][C:11]3[C:7]([CH:8]=2)=[CH:6][C:5]([O:23][C:24]([F:26])([F:25])[F:27])=[CH:4][C:3]=3[N:2]([CH3:1])[S:28]([C:31]2[S:32][CH:33]=[CH:34][CH:35]=2)(=[O:30])=[O:29])=[N:16][CH2:15]1, predict the reactants needed to synthesize it. The reactants are: [CH3:1][N:2]([S:28]([C:31]1[S:32][CH:33]=[CH:34][CH:35]=1)(=[O:30])=[O:29])[C:3]1[CH:4]=[C:5]([O:23][C:24]([F:27])([F:26])[F:25])[CH:6]=[C:7]2[C:11]=1[NH:10][C:9]([C:12]1[S:13][CH:14]([CH2:17][C:18](OCC)=[O:19])[CH2:15][N:16]=1)=[CH:8]2.O1CCCC1.CO.[BH4-].[Li+]. (4) Given the product [CH3:16][C:8]1[N:9]=[C:10]([NH:12][C:13](=[O:15])[CH3:14])[S:11][C:7]=1[C:6]1[CH:5]=[C:4]([S:17]([NH:18][C:19]2[NH:23][N:22]=[N:21][N:20]=2)(=[O:24])=[O:25])[S:3][CH:2]=1, predict the reactants needed to synthesize it. The reactants are: Br[C:2]1[S:3][C:4]([S:17](=[O:25])(=[O:24])[NH:18][C:19]2[NH:23][N:22]=[N:21][N:20]=2)=[CH:5][C:6]=1[C:7]1[S:11][C:10]([NH:12][C:13](=[O:15])[CH3:14])=[N:9][C:8]=1[CH3:16].C([Li])CCC.